This data is from NCI-60 drug combinations with 297,098 pairs across 59 cell lines. The task is: Regression. Given two drug SMILES strings and cell line genomic features, predict the synergy score measuring deviation from expected non-interaction effect. Drug 1: C1=CC=C(C=C1)NC(=O)CCCCCCC(=O)NO. Drug 2: C(CN)CNCCSP(=O)(O)O. Cell line: 786-0. Synergy scores: CSS=10.7, Synergy_ZIP=0.624, Synergy_Bliss=3.85, Synergy_Loewe=-7.90, Synergy_HSA=1.39.